From a dataset of Forward reaction prediction with 1.9M reactions from USPTO patents (1976-2016). Predict the product of the given reaction. (1) Given the reactants [CH2:1]([C:4]1[CH:9]=[C:8]([NH2:10])[CH:7]=[CH:6][C:5]=1[O:11][CH3:12])[CH:2]=[CH2:3].[Br:13][CH2:14][CH2:15][CH2:16][C:17](Cl)=[O:18], predict the reaction product. The product is: [CH2:1]([C:4]1[CH:9]=[C:8]([NH:10][C:17](=[O:18])[CH2:16][CH2:15][CH2:14][Br:13])[CH:7]=[CH:6][C:5]=1[O:11][CH3:12])[CH:2]=[CH2:3]. (2) Given the reactants [C:1]([N:4]1[C:13]2[C:8](=[CH:9][C:10]([N:14]3[CH2:19][CH2:18][O:17][CH2:16][CH2:15]3)=[CH:11][CH:12]=2)[C@H:7]([NH:20]C(=O)OCC2C=CC=CC=2)[C@@H:6]([CH3:31])[C@@H:5]1[CH3:32])(=[O:3])[CH3:2].C[C@H]1[C@H](C)[C@@H](NC(=O)OCC2C=CC=CC=2)C2C(=CC=C(N3CCOCC3)C=2)N1, predict the reaction product. The product is: [NH2:20][C@H:7]1[C:8]2[C:13](=[CH:12][CH:11]=[C:10]([N:14]3[CH2:15][CH2:16][O:17][CH2:18][CH2:19]3)[CH:9]=2)[N:4]([C:1](=[O:3])[CH3:2])[C@@H:5]([CH3:32])[C@@H:6]1[CH3:31].